From a dataset of Forward reaction prediction with 1.9M reactions from USPTO patents (1976-2016). Predict the product of the given reaction. Given the reactants [CH3:1][CH:2]([NH:4][S:5](Cl)(=[O:7])=[O:6])[CH3:3].[CH3:9][S:10][C:11]1[CH:17]=[CH:16][C:14]([NH2:15])=[CH:13][CH:12]=1.C(N(CC)CC)C, predict the reaction product. The product is: [CH3:9][S:10][C:11]1[CH:17]=[CH:16][C:14]([NH:15][S:5]([NH:4][CH:2]([CH3:3])[CH3:1])(=[O:7])=[O:6])=[CH:13][CH:12]=1.